From a dataset of Peptide-MHC class I binding affinity with 185,985 pairs from IEDB/IMGT. Regression. Given a peptide amino acid sequence and an MHC pseudo amino acid sequence, predict their binding affinity value. This is MHC class I binding data. (1) The peptide sequence is RARIDARIDF. The MHC is Mamu-A01 with pseudo-sequence Mamu-A01. The binding affinity (normalized) is 0.167. (2) The peptide sequence is HQAIISDVL. The MHC is HLA-B39:01 with pseudo-sequence HLA-B39:01. The binding affinity (normalized) is 0.653. (3) The peptide sequence is VHPVHAGPIA. The MHC is HLA-A33:01 with pseudo-sequence HLA-A33:01. The binding affinity (normalized) is 0. (4) The MHC is HLA-C04:01 with pseudo-sequence HLA-C04:01. The binding affinity (normalized) is 0.213. The peptide sequence is RRRLRTLVL. (5) The MHC is HLA-B57:01 with pseudo-sequence HLA-B57:01. The binding affinity (normalized) is 0.0847. The peptide sequence is RKMPHLFSK. (6) The peptide sequence is AVYNFATCGI. The MHC is HLA-A02:03 with pseudo-sequence HLA-A02:03. The binding affinity (normalized) is 0.794. (7) The peptide sequence is KAFSPEVI. The MHC is HLA-B44:02 with pseudo-sequence HLA-B44:02. The binding affinity (normalized) is 0.000223. (8) The peptide sequence is TLKSFFAWS. The MHC is HLA-A68:02 with pseudo-sequence HLA-A68:02. The binding affinity (normalized) is 0.466.